This data is from Reaction yield outcomes from USPTO patents with 853,638 reactions. The task is: Predict the reaction yield, written as a fraction of the theoretical maximum amount of product (1.0 means a 100% yield; for example, 0.34 means a 34% yield). The reactants are [Cl:1][C:2]1[C:3]([O:12][C:13]2[CH:18]=[C:17]([O:19][CH2:20][CH2:21][O:22][CH3:23])[CH:16]=[CH:15][C:14]=2[CH2:24][CH2:25][C:26]([OH:28])=O)=[N:4][CH:5]=[C:6]([C:8]([F:11])([F:10])[F:9])[CH:7]=1.[S:29]([NH2:33])([NH2:32])(=[O:31])=[O:30].N12CCCN=C1CCCCC2.Cl. The catalyst is O1CCCC1.C(OCC)(=O)C. The product is [NH2:32][S:29]([NH:33][C:26](=[O:28])[CH2:25][CH2:24][C:14]1[CH:15]=[CH:16][C:17]([O:19][CH2:20][CH2:21][O:22][CH3:23])=[CH:18][C:13]=1[O:12][C:3]1[C:2]([Cl:1])=[CH:7][C:6]([C:8]([F:10])([F:11])[F:9])=[CH:5][N:4]=1)(=[O:31])=[O:30]. The yield is 0.810.